From a dataset of Full USPTO retrosynthesis dataset with 1.9M reactions from patents (1976-2016). Predict the reactants needed to synthesize the given product. (1) Given the product [CH2:38]([O:37][C:35](=[O:36])[CH2:34][CH:33]([N:8]1[C:4]2[CH:3]=[C:2]([CH3:1])[C:22]([CH3:23])=[CH:21][C:5]=2[N:6]([CH2:10][C:11]2[C:12]3[C:19]([CH3:20])=[CH:18][CH:17]=[CH:16][C:13]=3[S:14][CH:15]=2)[C:7]1=[O:9])[O:32][CH2:30][CH3:31])[CH3:39], predict the reactants needed to synthesize it. The reactants are: [CH3:1][C:2]1[C:22]([CH3:23])=[CH:21][C:5]2[N:6]([CH2:10][C:11]3[C:12]4[C:19]([CH3:20])=[CH:18][CH:17]=[CH:16][C:13]=4[S:14][CH:15]=3)[C:7](=[O:9])[NH:8][C:4]=2[CH:3]=1.C([O-])([O-])=O.[K+].[K+].[CH2:30]([O:32][CH:33]=[CH:34][C:35]([O:37][CH2:38][CH3:39])=[O:36])[CH3:31].CO. (2) The reactants are: C([N:8]1[CH2:13][CH2:12][O:11][CH:10]([CH2:14][OH:15])[CH2:9]1)C1C=CC=CC=1.C(N1CCCOCC1)C1C=CC=CC=1.[F:30][C:31]([F:36])([F:35])[C:32]([OH:34])=[O:33]. Given the product [F:30][C:31]([F:36])([F:35])[C:32]([OH:34])=[O:33].[OH:15][CH2:14][C@@H:10]1[O:11][CH2:12][CH2:13][NH:8][CH2:9]1, predict the reactants needed to synthesize it. (3) Given the product [OH:1][C@H:2]1[CH2:7][CH2:6][CH2:5][C@@H:4]([NH:8][C:9]2[C:14]([C:15]([OH:17])=[O:16])=[CH:13][N:12]=[C:11]([S:20][CH3:21])[N:10]=2)[CH2:3]1, predict the reactants needed to synthesize it. The reactants are: [OH:1][C@H:2]1[CH2:7][CH2:6][CH2:5][C@@H:4]([NH:8][C:9]2[C:14]([C:15]([O:17]CC)=[O:16])=[CH:13][N:12]=[C:11]([S:20][CH3:21])[N:10]=2)[CH2:3]1.[OH-].[Na+].C(O)(=O)CC(CC(O)=O)(C(O)=O)O. (4) Given the product [CH2:1]([O:3][C:4]([C:6]1[CH:10]=[C:9]([C:11]2[CH:15]=[CH:14][N:13]([CH2:25][CH3:26])[CH:12]=2)[N:8]([C:16]2[CH:17]=[N:18][C:19]([CH3:22])=[CH:20][CH:21]=2)[N:7]=1)=[O:5])[CH3:2], predict the reactants needed to synthesize it. The reactants are: [CH2:1]([O:3][C:4]([C:6]1[CH:10]=[C:9]([C:11]2[CH:15]=[CH:14][NH:13][CH:12]=2)[N:8]([C:16]2[CH:17]=[N:18][C:19]([CH3:22])=[CH:20][CH:21]=2)[N:7]=1)=[O:5])[CH3:2].[H-].[Na+].[CH2:25](I)[CH3:26].[Cl-].[NH4+]. (5) The reactants are: C(OC([N:8]1[CH2:13][CH:12]2[CH2:14][C@@H:9]1[CH2:10][N:11]2[C:15]1[N:20]2[CH:21]=[CH:22][N:23]=[C:19]2[CH:18]=[C:17]([C:24]2[CH:29]=[CH:28][N:27]=[C:26]([NH:30][CH:31]([C:33]3[CH:38]=[CH:37][CH:36]=[CH:35][CH:34]=3)[CH3:32])[CH:25]=2)[N:16]=1)=O)(C)(C)C.CO. Given the product [C@H:12]12[CH2:14][C@H:9]([NH:8][CH2:13]1)[CH2:10][N:11]2[C:15]1[N:20]2[CH:21]=[CH:22][N:23]=[C:19]2[CH:18]=[C:17]([C:24]2[CH:29]=[CH:28][N:27]=[C:26]([NH:30][C@@H:31]([C:33]3[CH:34]=[CH:35][CH:36]=[CH:37][CH:38]=3)[CH3:32])[CH:25]=2)[N:16]=1, predict the reactants needed to synthesize it. (6) Given the product [CH3:4][CH:3]1[CH2:9][CH:2]1[C:1]([O:6][CH2:7][CH3:8])=[O:5], predict the reactants needed to synthesize it. The reactants are: [C:1]([O:6][CH2:7][CH3:8])(=[O:5])/[CH:2]=[CH:3]/[CH3:4].[C:9]([O-])(=O)/C=C/C.CC1CC1C([O-])=O. (7) Given the product [CH3:1][O:2][C:3]1[CH:8]=[CH:7][N:6]=[CH:5][C:4]=1[NH2:9], predict the reactants needed to synthesize it. The reactants are: [CH3:1][O:2][C:3]1[CH:8]=[CH:7][N:6]=[CH:5][C:4]=1[N+:9]([O-])=O.NC1C2N=C(CO)NC=2C=CC=1.